This data is from M1 muscarinic receptor antagonist screen with 61,756 compounds. The task is: Binary Classification. Given a drug SMILES string, predict its activity (active/inactive) in a high-throughput screening assay against a specified biological target. (1) The drug is S(c1nc(N(C)C)nc(Oc2n[nH]c(=O)cc2)n1)C. The result is 0 (inactive). (2) The molecule is S(=O)(=O)(N1CCOCC1)c1c(cccc1)C(F)(F)F. The result is 0 (inactive). (3) The drug is Clc1ccc(c2nc(OC)c(cc2)c2nc(on2)c2occc2)cc1. The result is 0 (inactive). (4) The molecule is O=C(NCc1cc2c(n(c(c2)C)C)cc1)C1CC1. The result is 0 (inactive). (5) The molecule is OC(=O)C(CCCNC(OC(C)(C)C)=O)CCCNC(OC(C)(C)C)=O. The result is 0 (inactive). (6) The drug is S(Cc1[nH]c2c(n1)cccc2)c1oc(nn1)c1ccncc1. The result is 0 (inactive). (7) The drug is O1CCN(CC1)CCC\N=C\c1ccc(OC)cc1. The result is 0 (inactive).